Predict which catalyst facilitates the given reaction. From a dataset of Catalyst prediction with 721,799 reactions and 888 catalyst types from USPTO. (1) Reactant: [CH:1]1[C:6]([OH:7])=[CH:5][CH:4]=[C:3]([CH3:8])[CH:2]=1.C([O-])([O-])=O.[Cs+].[Cs+].[CH3:15][N:16]1[C:21](=O)[N:20]([CH3:23])[CH2:19][CH2:18]C1. Product: [CH2:19]([N:20]1[CH:23]=[CH:15][N:16]=[C:21]1[O:7][C:6]1[CH:5]=[CH:4][C:3]([CH3:8])=[CH:2][CH:1]=1)[CH3:18]. The catalyst class is: 6. (2) Reactant: C[O:2][C:3]1[C:4]([CH3:11])=[C:5]([CH:8]=[CH:9][CH:10]=1)[C:6]#[N:7].[I-].[NH4+].B(Cl)(Cl)Cl. Product: [OH:2][C:3]1[C:4]([CH3:11])=[C:5]([CH:8]=[CH:9][CH:10]=1)[C:6]#[N:7]. The catalyst class is: 4.